This data is from NCI-60 drug combinations with 297,098 pairs across 59 cell lines. The task is: Regression. Given two drug SMILES strings and cell line genomic features, predict the synergy score measuring deviation from expected non-interaction effect. (1) Drug 1: CC1=C(C(=CC=C1)Cl)NC(=O)C2=CN=C(S2)NC3=CC(=NC(=N3)C)N4CCN(CC4)CCO. Drug 2: C(CCl)NC(=O)N(CCCl)N=O. Cell line: UO-31. Synergy scores: CSS=10.4, Synergy_ZIP=-3.13, Synergy_Bliss=-1.82, Synergy_Loewe=-43.6, Synergy_HSA=-0.909. (2) Drug 1: C1CN1C2=NC(=NC(=N2)N3CC3)N4CC4. Drug 2: C(CC(=O)O)C(=O)CN.Cl. Cell line: EKVX. Synergy scores: CSS=7.38, Synergy_ZIP=-6.55, Synergy_Bliss=-3.02, Synergy_Loewe=-3.96, Synergy_HSA=-1.29.